This data is from Forward reaction prediction with 1.9M reactions from USPTO patents (1976-2016). The task is: Predict the product of the given reaction. (1) Given the reactants [NH2:1][C@H:2]([C:4]1[N:13]([C:14]2[CH:19]=[CH:18][CH:17]=[CH:16][CH:15]=2)[C:12](=[O:20])[C:11]2[C:6](=[CH:7][CH:8]=[CH:9][C:10]=2[Cl:21])[N:5]=1)[CH3:3].Cl[C:23]1[N:28]=[CH:27][N:26]=[C:25]([NH2:29])[C:24]=1[C:30]1[O:31][C:32]([CH3:35])=[N:33][N:34]=1.CCN(C(C)C)C(C)C, predict the reaction product. The product is: [NH2:29][C:25]1[N:26]=[CH:27][N:28]=[C:23]([NH:1][C@H:2]([C:4]2[N:13]([C:14]3[CH:15]=[CH:16][CH:17]=[CH:18][CH:19]=3)[C:12](=[O:20])[C:11]3[C:6](=[CH:7][CH:8]=[CH:9][C:10]=3[Cl:21])[N:5]=2)[CH3:3])[C:24]=1[C:30]1[O:31][C:32]([CH3:35])=[N:33][N:34]=1. (2) Given the reactants [CH3:1][O:2][C:3]1[N:8]=[C:7]([NH:9][C:10]#[N:11])[C:6]([O:12][CH3:13])=[CH:5][N:4]=1.Cl.NO.C([N:19](CC)CC)C.ClC(OC)=O, predict the reaction product. The product is: [NH2:11][C:10]1[N:9]=[C:7]2[N:8]([C:3]([O:2][CH3:1])=[N:4][CH:5]=[C:6]2[O:12][CH3:13])[N:19]=1. (3) Given the reactants [N:1]1([S:6]([C:9]2[CH:10]=[C:11]3[C:15](=[CH:16][CH:17]=2)[N:14]([CH:18]([CH3:22])C(N)C)[C:13](=O)[C:12]23[O:28][CH2:27][CH2:26][CH2:25][O:24]2)(=[O:8])=[O:7])[CH2:5][CH2:4][CH2:3][CH2:2]1.[NH3:29].[CH3:30][CH2:31]O, predict the reaction product. The product is: [CH3:30][CH:31]1[CH2:22][CH2:18][N:14]2[C:15]3[CH:16]=[CH:17][C:9]([S:6]([N:1]4[CH2:5][CH2:4][CH2:3][CH2:2]4)(=[O:8])=[O:7])=[CH:10][C:11]=3[C:12]3([O:28][CH2:27][CH2:26][CH2:25][O:24]3)[C:13]2=[N:29]1. (4) Given the reactants [C:1](=[O:4])([O-:3])[O-].[Cs+].[Cs+].[Cl:7][C:8]1[CH:13]=[CH:12][C:11]([F:14])=[CH:10][C:9]=1[N:15]1[C:20](=[O:21])[CH2:19][N:18]([CH2:22][C@H:23]([NH:31]S(C2C=CC=CC=2[N+]([O-])=O)(=O)=O)[C@@H:24]2[CH2:28][C@@H:27](C)[C:26](=O)O2)[C:17]([CH3:45])([CH3:44])[CH2:16]1.C1(S)C=CC=CC=1.C(=O)(O)[O-].[Na+].C(O[C:66]([O:68][C:69]([CH3:72])([CH3:71])[CH3:70])=[O:67])(OC(C)(C)C)=O.N[C@H]([C@@H]1C[C@@H](C)C(=O)O1)CN1C(C)(C)CN(C2C=C(F)C=CC=2Cl)C(=O)C1, predict the reaction product. The product is: [C:69]([O:68][C:66](=[O:67])[NH:31][C@H:23]([C@@H:24]1[CH2:28][C@@H:27]([CH3:26])[C:1](=[O:4])[O:3]1)[CH2:22][N:18]1[CH2:19][C:20](=[O:21])[N:15]([C:9]2[CH:10]=[C:11]([F:14])[CH:12]=[CH:13][C:8]=2[Cl:7])[CH2:16][C:17]1([CH3:44])[CH3:45])([CH3:70])([CH3:71])[CH3:72]. (5) Given the reactants [CH2:1]([O:3][C:4]([C:6]1([C:9]2[CH:14]=[CH:13][C:12]([C:15]3[CH:20]=[CH:19][C:18]([C:21]4[O:25][N:24]=[C:23]([CH3:26])[C:22]=4[NH2:27])=[CH:17][CH:16]=3)=[CH:11][CH:10]=2)[CH2:8][CH2:7]1)=[O:5])[CH3:2].Br[C:29]1[CH:34]=[CH:33][CH:32]=[C:31]([O:35][CH:36]([CH3:38])[CH3:37])[N:30]=1, predict the reaction product. The product is: [CH2:1]([O:3][C:4]([C:6]1([C:9]2[CH:10]=[CH:11][C:12]([C:15]3[CH:20]=[CH:19][C:18]([C:21]4[O:25][N:24]=[C:23]([CH3:26])[C:22]=4[NH:27][C:29]4[CH:34]=[CH:33][CH:32]=[C:31]([O:35][CH:36]([CH3:38])[CH3:37])[N:30]=4)=[CH:17][CH:16]=3)=[CH:13][CH:14]=2)[CH2:8][CH2:7]1)=[O:5])[CH3:2].